From a dataset of Full USPTO retrosynthesis dataset with 1.9M reactions from patents (1976-2016). Predict the reactants needed to synthesize the given product. (1) Given the product [CH3:35][O:39][C:2](=[O:65])[CH2:1][NH:4][C:32]([C:28]1([NH:27][C:25]([O:24][CH2:23][CH:21]2[C:22]3[CH:10]=[CH:11][CH:12]=[CH:13][C:14]=3[C:15]3[C:20]2=[CH:19][CH:18]=[CH:17][CH:16]=3)=[O:26])[CH2:31][CH2:30][CH2:29]1)=[O:33], predict the reactants needed to synthesize it. The reactants are: [CH:1]([N:4](CC)C(C)C)(C)[CH3:2].[CH:10]1[C:22]2[CH:21]([CH2:23][O:24][C:25]([NH:27][C:28]3([C:32](O)=[O:33])[CH2:31][CH2:30][CH2:29]3)=[O:26])[C:20]3[C:15](=[CH:16][CH:17]=[CH:18][CH:19]=3)[C:14]=2[CH:13]=[CH:12][CH:11]=1.[C:35]([O:39]C(NC1(C(O)=O)CC1)=O)(C)(C)C.C1CN([P+]([O:65]N2N=NC3C=CC=CC2=3)(N2CCCC2)N2CCCC2)CC1.F[P-](F)(F)(F)(F)F.Cl.NCC(OC)=O.C(C1CC1(N)C(O)=O)(OCC1C2C(=CC=CC=2)C2C1=CC=CC=2)=O. (2) Given the product [NH2:24][CH2:23][C:21]1[N:20]=[CH:19][C:17]2[CH2:18][N:13]([C:3]3[C:4]([F:12])=[C:5]([O:10][CH3:11])[CH:6]=[C:7]([O:8][CH3:9])[C:2]=3[F:1])[C:14](=[O:28])[N:15]([CH2:26][CH3:27])[C:16]=2[CH:22]=1, predict the reactants needed to synthesize it. The reactants are: [F:1][C:2]1[C:7]([O:8][CH3:9])=[CH:6][C:5]([O:10][CH3:11])=[C:4]([F:12])[C:3]=1[N:13]1[CH2:18][C:17]2[CH:19]=[N:20][C:21](/[CH:23]=[N:24]/O)=[CH:22][C:16]=2[N:15]([CH2:26][CH3:27])[C:14]1=[O:28].Cl. (3) Given the product [Br:1][C:2]1[CH:3]=[CH:4][C:5]2[N:6]([C:8]([C:12]3[N:13]=[C:14]([CH3:19])[N:15]=[C:16]([NH2:20])[CH:17]=3)=[C:9]([Cl:11])[N:10]=2)[CH:7]=1, predict the reactants needed to synthesize it. The reactants are: [Br:1][C:2]1[CH:3]=[CH:4][C:5]2[N:6]([C:8]([C:12]3[CH:17]=[C:16](Cl)[N:15]=[C:14]([CH3:19])[N:13]=3)=[C:9]([Cl:11])[N:10]=2)[CH:7]=1.[NH3:20].CO. (4) Given the product [N:23]([CH2:2][CH:3]([F:22])[CH2:4][CH2:5][N:6]1[C:11](=[O:12])[CH:10]=[C:9]([NH:13][C:14](=[O:21])[CH2:15][CH:16]2[CH2:20][CH2:19][CH2:18][CH2:17]2)[CH:8]=[N:7]1)=[N+:24]=[N-:25], predict the reactants needed to synthesize it. The reactants are: Br[CH2:2][CH:3]([F:22])[CH2:4][CH2:5][N:6]1[C:11](=[O:12])[CH:10]=[C:9]([NH:13][C:14](=[O:21])[CH2:15][CH:16]2[CH2:20][CH2:19][CH2:18][CH2:17]2)[CH:8]=[N:7]1.[N-:23]=[N+:24]=[N-:25].[Na+]. (5) Given the product [O:1]1[CH:5]=[CH:4][CH:3]=[C:2]1[C:6]1[C:7]2[CH:24]=[CH:23][CH:22]=[N:21][C:8]=2[N:9]=[C:10]([NH:19][CH3:20])[CH:11]([C:13]2[S:14][CH:15]=[C:16]([C:28]#[C:27][CH:26]([OH:29])[CH3:25])[CH:17]=2)[N:12]=1, predict the reactants needed to synthesize it. The reactants are: [O:1]1[CH:5]=[CH:4][CH:3]=[C:2]1[C:6]1[C:7]2[CH:24]=[CH:23][CH:22]=[N:21][C:8]=2[N:9]=[C:10]([NH:19][CH3:20])[CH:11]([C:13]2[S:14][CH:15]=[C:16](I)[CH:17]=2)[N:12]=1.[CH3:25][CH:26]([OH:29])[C:27]#[CH:28]. (6) Given the product [CH3:11][C:10]([CH3:13])([CH3:12])[C:9]#[C:8][C:5]1[N:4]=[CH:3][C:2]([C:15]#[N:16])=[CH:7][N:6]=1, predict the reactants needed to synthesize it. The reactants are: Br[C:2]1[CH:3]=[N:4][C:5]([C:8]#[C:9][C:10]([CH3:13])([CH3:12])[CH3:11])=[N:6][CH:7]=1.[Cu](C#N)[C:15]#[N:16]. (7) The reactants are: [F:1][C:2]1[CH:3]=[C:4]([CH:15]([CH3:20])[C:16]([O:18][CH3:19])=[O:17])[CH:5]=[CH:6][C:7]=1[C:8]1[CH:13]=[CH:12][CH:11]=[C:10]([OH:14])[CH:9]=1.[CH:21]([N:24]=[C:25]=[O:26])([CH3:23])[CH3:22]. Given the product [F:1][C:2]1[CH:3]=[C:4]([CH:15]([CH3:20])[C:16]([O:18][CH3:19])=[O:17])[CH:5]=[CH:6][C:7]=1[C:8]1[CH:13]=[CH:12][CH:11]=[C:10]([O:14][C:25](=[O:26])[NH:24][CH:21]([CH3:23])[CH3:22])[CH:9]=1, predict the reactants needed to synthesize it. (8) Given the product [Cl:26][CH2:13][C:11]1[CH:10]=[CH:9][C:8]([C:15]2[CH:20]=[C:19]([O:21][CH3:22])[CH:18]=[CH:17][C:16]=2[F:23])=[C:7]([C:4]2[CH2:3][CH2:2][O:1][CH2:6][CH:5]=2)[CH:12]=1, predict the reactants needed to synthesize it. The reactants are: [O:1]1[CH2:6][CH:5]=[C:4]([C:7]2[CH:12]=[C:11]([CH2:13]O)[CH:10]=[CH:9][C:8]=2[C:15]2[CH:20]=[C:19]([O:21][CH3:22])[CH:18]=[CH:17][C:16]=2[F:23])[CH2:3][CH2:2]1.S(Cl)([Cl:26])=O. (9) Given the product [CH3:10][C:2]([N:11]1[C:19](=[O:21])[CH2:18][C:17]([C:24]2[CH:25]=[CH:26][CH:27]=[CH:28][CH:29]=2)=[N:12]1)([CH3:1])[CH2:3][C:4]1[CH:5]=[CH:6][CH:7]=[CH:8][CH:9]=1, predict the reactants needed to synthesize it. The reactants are: [CH3:1][C:2]([NH:11][N:12]=C(C)C)([CH3:10])[CH2:3][C:4]1[CH:9]=[CH:8][CH:7]=[CH:6][CH:5]=1.O=[C:17]([C:24]1[CH:29]=[CH:28][CH:27]=[CH:26][CH:25]=1)[CH2:18][C:19]([O:21]CC)=O.C(=O)([O-])O.[Na+]. (10) Given the product [F:33][C:32]1[CH:31]=[C:30]([CH2:34][CH2:35][C:36]([OH:38])=[O:37])[CH:29]=[C:28]([F:41])[C:27]=1[O:5][CH2:6][C:7]1[C:8]([C:16]2[CH:21]=[CH:20][C:19]([C:22]([F:25])([F:24])[F:23])=[CH:18][CH:17]=2)=[N:9][S:10][C:11]=1[C:12]([F:15])([F:14])[F:13], predict the reactants needed to synthesize it. The reactants are: CS([O:5][CH2:6][C:7]1[C:8]([C:16]2[CH:21]=[CH:20][C:19]([C:22]([F:25])([F:24])[F:23])=[CH:18][CH:17]=2)=[N:9][S:10][C:11]=1[C:12]([F:15])([F:14])[F:13])(=O)=O.O[C:27]1[C:32]([F:33])=[CH:31][C:30]([CH2:34][CH2:35][C:36]([O:38]CC)=[O:37])=[CH:29][C:28]=1[F:41].